This data is from Reaction yield outcomes from USPTO patents with 853,638 reactions. The task is: Predict the reaction yield, written as a fraction of the theoretical maximum amount of product (1.0 means a 100% yield; for example, 0.34 means a 34% yield). (1) The reactants are [CH3:1][O:2][C:3](=[O:47])[C:4]1[CH:9]=[CH:8][C:7]([O:10][CH2:11][CH2:12][C:13]2[C:21]3[C:16](=[CH:17][CH:18]=[C:19]([Cl:22])[CH:20]=3)[N:15]([CH:23]([C:30]3[CH:35]=[CH:34][CH:33]=[CH:32][CH:31]=3)[C:24]3[CH:29]=[CH:28][CH:27]=[CH:26][CH:25]=3)[C:14]=2[CH2:36][CH2:37]OS(C)(=O)=O)=[CH:6][C:5]=1[O:43][CH:44]([CH3:46])[CH3:45].[N-:48]=[N+:49]=[N-:50].[Na+].O. The catalyst is CN(C=O)C. The product is [CH3:1][O:2][C:3](=[O:47])[C:4]1[CH:9]=[CH:8][C:7]([O:10][CH2:11][CH2:12][C:13]2[C:21]3[C:16](=[CH:17][CH:18]=[C:19]([Cl:22])[CH:20]=3)[N:15]([CH:23]([C:30]3[CH:31]=[CH:32][CH:33]=[CH:34][CH:35]=3)[C:24]3[CH:25]=[CH:26][CH:27]=[CH:28][CH:29]=3)[C:14]=2[CH2:36][CH2:37][N:48]=[N+:49]=[N-:50])=[CH:6][C:5]=1[O:43][CH:44]([CH3:46])[CH3:45]. The yield is 0.940. (2) No catalyst specified. The yield is 0.640. The reactants are [CH3:1][NH:2][C:3]1[CH:8]=[CH:7][N:6]=[CH:5][C:4]=1[NH2:9].[C:10](OC(=O)C)(=O)[CH3:11]. The product is [CH3:1][N:2]1[C:3]2[CH:8]=[CH:7][N:6]=[CH:5][C:4]=2[N:9]=[C:10]1[CH3:11].